From a dataset of Reaction yield outcomes from USPTO patents with 853,638 reactions. Predict the reaction yield, written as a fraction of the theoretical maximum amount of product (1.0 means a 100% yield; for example, 0.34 means a 34% yield). (1) The reactants are [CH2:1]([N:8]1[C:16]2[C:11](=[CH:12][CH:13]=[CH:14][CH:15]=2)[C@:10]2([CH2:18][C@H:17]2[C:19]2[CH:27]=[C:26]3[C:22]([CH:23]=[N:24][N:25]3[CH2:28][C:29]3[CH:34]=[CH:33][CH:32]=[CH:31][CH:30]=3)=[CH:21][CH:20]=2)[C:9]1=[O:35])[C:2]1[CH:7]=[CH:6][CH:5]=[CH:4][CH:3]=1.CS(O[C@@H](C1C=C2C(C=NN2CC2C=CC=CC=2)=CC=1)COS(C)(=O)=O)(=O)=O.C(N1C2C(=CC([F:80])=CC=2)CC1=O)C1C=CC=CC=1. No catalyst specified. The product is [CH2:1]([N:8]1[C:16]2[C:11](=[CH:12][C:13]([F:80])=[CH:14][CH:15]=2)[C@:10]2([CH2:18][C@H:17]2[C:19]2[CH:27]=[C:26]3[C:22]([CH:23]=[N:24][N:25]3[CH2:28][C:29]3[CH:34]=[CH:33][CH:32]=[CH:31][CH:30]=3)=[CH:21][CH:20]=2)[C:9]1=[O:35])[C:2]1[CH:7]=[CH:6][CH:5]=[CH:4][CH:3]=1. The yield is 0.630. (2) The product is [Cl:73][C:18]1[C:17]([C:43]([N:50]2[CH:54]3[CH2:25][CH2:24][CH:23]2[CH2:22][N:52]([CH3:51])[CH2:53]3)=[O:44])=[CH:16][CH:15]=[CH:14][N:9]=1. The reactants are C1C2C3=CC4[CH:14]=[CH:15][C:16](C(N)=O)=[CH:17][C:18]=4[N:9]3CC=CC=2C=CC=1.[CH:22]1C2[C:22]3=[CH:23][C:24]4[CH:22]=[CH:23][C:24](C(O)=O)=[CH:25][C:25]=4N3CC=CC=2[CH:25]=[CH:24][CH:23]=1.[C:43]([N:50]1[CH:54]=[CH:53][N:52]=[CH:51]1)(N1C=CN=C1)=[O:44].CC(S(N)(=O)=O)C.C1CCN2C(=NCCC2)CC1.[ClH:73]. The catalyst is C1COCC1. The yield is 0.610.